This data is from Reaction yield outcomes from USPTO patents with 853,638 reactions. The task is: Predict the reaction yield, written as a fraction of the theoretical maximum amount of product (1.0 means a 100% yield; for example, 0.34 means a 34% yield). (1) The reactants are C[O:2][C:3]1[CH:4]=[C:5]2[C:9](=[CH:10][CH:11]=1)[NH:8][C:7]([C:12]([F:15])([F:14])[F:13])=[CH:6]2.B(Br)(Br)Br.C(=O)([O-])O.[Na+]. The catalyst is C(Cl)Cl. The product is [OH:2][C:3]1[CH:4]=[C:5]2[C:9](=[CH:10][CH:11]=1)[NH:8][C:7]([C:12]([F:15])([F:13])[F:14])=[CH:6]2. The yield is 0.390. (2) The catalyst is CN(C=O)C. The product is [CH3:17][O:18][C:19](=[O:30])[CH2:20][CH2:21][C:22]1[CH:27]=[CH:26][C:25]([O:28][CH2:4][CH2:3][C@@H:2]([OH:1])[CH3:16])=[CH:24][C:23]=1[CH3:29]. The yield is 0.330. The reactants are [OH:1][C@@H:2]([CH3:16])[CH2:3][CH2:4]OS(C1C=CC(C)=CC=1)(=O)=O.[CH3:17][O:18][C:19](=[O:30])[CH2:20][CH2:21][C:22]1[CH:27]=[CH:26][C:25]([OH:28])=[CH:24][C:23]=1[CH3:29].C(=O)([O-])[O-].[Cs+].[Cs+]. (3) The reactants are C([C:4]1[CH:37]=[CH:36][C:7]2[C:8](=[CH:17][CH2:18][CH2:19][N:20]3[CH2:25][CH2:24][C:23]([C:27]4[CH:32]=[CH:31][C:30]([Cl:33])=[CH:29][CH:28]=4)([OH:26])[C:22]([CH3:35])([CH3:34])[CH2:21]3)[C:9]3[CH:16]=[CH:15][CH:14]=[CH:13][C:10]=3O[CH2:12][C:6]=2[N:5]=1)C=C.[CH2:38]1C[O:41][CH2:40][CH2:39]1.[OH2:43].S(=O)(O)[O-:45].[Na+]. The catalyst is O=[Os](=O)(=O)=O. The product is [Cl:33][C:30]1[CH:29]=[CH:28][C:27]([C:23]2([OH:26])[CH2:24][CH2:25][N:20]([CH2:19][CH2:18][CH:17]=[C:8]3[C:7]4[CH:36]=[CH:37][CH:4]=[N:5][C:6]=4[CH2:12][O:43][C:10]4[CH:13]=[CH:14][C:15]([CH2:38][CH:39]([OH:45])[CH2:40][OH:41])=[CH:16][C:9]3=4)[CH2:21][C:22]2([CH3:34])[CH3:35])=[CH:32][CH:31]=1. The yield is 0.530. (4) The reactants are Cl.[NH:2]([C:4]1[CH:9]=[C:8]([C:10]#[N:11])[CH:7]=[CH:6][N:5]=1)[NH2:3].CN(C)/[CH:14]=[CH:15]/[C:16]([C:18]1[CH:23]=[CH:22][C:21]([S:24]([CH3:27])(=[O:26])=[O:25])=[CH:20][CH:19]=1)=O. No catalyst specified. The product is [CH3:27][S:24]([C:21]1[CH:22]=[CH:23][C:18]([C:16]2[N:2]([C:4]3[CH:9]=[C:8]([C:10]#[N:11])[CH:7]=[CH:6][N:5]=3)[N:3]=[CH:14][CH:15]=2)=[CH:19][CH:20]=1)(=[O:25])=[O:26]. The yield is 1.00. (5) The reactants are [N:1]12[CH2:8][CH2:7][C:4]([C:9]([C:18]3[CH:23]=[CH:22][C:21]([F:24])=[CH:20][CH:19]=3)([C:11]3[CH:16]=[CH:15][C:14]([F:17])=[CH:13][CH:12]=3)[OH:10])([CH2:5][CH2:6]1)[CH2:3][CH2:2]2.[C:25]1([O:31][CH2:32][CH2:33][CH2:34][Br:35])[CH:30]=[CH:29][CH:28]=[CH:27][CH:26]=1. The catalyst is CC#N. The product is [Br-:35].[F:17][C:14]1[CH:15]=[CH:16][C:11]([C:9]([C:18]2[CH:19]=[CH:20][C:21]([F:24])=[CH:22][CH:23]=2)([OH:10])[C:4]23[CH2:5][CH2:6][N+:1]([CH2:34][CH2:33][CH2:32][O:31][C:25]4[CH:30]=[CH:29][CH:28]=[CH:27][CH:26]=4)([CH2:2][CH2:3]2)[CH2:8][CH2:7]3)=[CH:12][CH:13]=1. The yield is 0.652.